The task is: Predict the product of the given reaction.. This data is from Forward reaction prediction with 1.9M reactions from USPTO patents (1976-2016). Given the reactants [N:1]1[C:11]2[C:10]3[S:12][C:13]([C:15]4[CH:16]=[CH:17][C:18]([C:21]#[N:22])=[N:19][CH:20]=4)=[CH:14][C:9]=3[CH2:8][CH2:7][O:6][C:5]=2[CH:4]=[CH:3][CH:2]=1, predict the reaction product. The product is: [N:1]1[C:11]2[C:10]3[S:12][C:13]([C:15]4[CH:16]=[CH:17][C:18]([CH2:21][NH2:22])=[N:19][CH:20]=4)=[CH:14][C:9]=3[CH2:8][CH2:7][O:6][C:5]=2[CH:4]=[CH:3][CH:2]=1.